Task: Regression. Given a peptide amino acid sequence and an MHC pseudo amino acid sequence, predict their binding affinity value. This is MHC class I binding data.. Dataset: Peptide-MHC class I binding affinity with 185,985 pairs from IEDB/IMGT (1) The peptide sequence is LILNFLDWI. The binding affinity (normalized) is 0.877. The MHC is HLA-A02:06 with pseudo-sequence HLA-A02:06. (2) The peptide sequence is FPEQVSLLM. The MHC is HLA-B39:01 with pseudo-sequence HLA-B39:01. The binding affinity (normalized) is 0.256. (3) The peptide sequence is GQRKGAGSVF. The MHC is HLA-B15:03 with pseudo-sequence HLA-B15:03. The binding affinity (normalized) is 0.892. (4) The peptide sequence is RGPYRAFVTI. The MHC is HLA-B27:05 with pseudo-sequence HLA-B27:05. The binding affinity (normalized) is 0.00947. (5) The peptide sequence is DEGFHAATV. The MHC is HLA-B46:01 with pseudo-sequence HLA-B46:01. The binding affinity (normalized) is 0.0847. (6) The peptide sequence is WDDPWGEVL. The MHC is Mamu-A11 with pseudo-sequence Mamu-A11. The binding affinity (normalized) is 0.182. (7) The peptide sequence is PSEDEQQGH. The MHC is HLA-A11:01 with pseudo-sequence HLA-A11:01. The binding affinity (normalized) is 0.0847.